Dataset: NCI-60 drug combinations with 297,098 pairs across 59 cell lines. Task: Regression. Given two drug SMILES strings and cell line genomic features, predict the synergy score measuring deviation from expected non-interaction effect. (1) Drug 1: C1=C(C(=O)NC(=O)N1)N(CCCl)CCCl. Drug 2: C1CC(C1)(C(=O)O)C(=O)O.[NH2-].[NH2-].[Pt+2]. Cell line: HT29. Synergy scores: CSS=33.5, Synergy_ZIP=-2.28, Synergy_Bliss=1.26, Synergy_Loewe=-0.176, Synergy_HSA=2.40. (2) Drug 1: C1=CC(=CC=C1C#N)C(C2=CC=C(C=C2)C#N)N3C=NC=N3. Drug 2: CN1C2=C(C=C(C=C2)N(CCCl)CCCl)N=C1CCCC(=O)O.Cl. Cell line: SF-539. Synergy scores: CSS=1.98, Synergy_ZIP=-1.49, Synergy_Bliss=-3.39, Synergy_Loewe=1.08, Synergy_HSA=-2.91. (3) Drug 1: C1CNP(=O)(OC1)N(CCCl)CCCl. Drug 2: CC(C)CN1C=NC2=C1C3=CC=CC=C3N=C2N. Cell line: CAKI-1. Synergy scores: CSS=-9.91, Synergy_ZIP=5.44, Synergy_Bliss=3.23, Synergy_Loewe=-11.6, Synergy_HSA=-10.6. (4) Drug 1: CCC1=CC2CC(C3=C(CN(C2)C1)C4=CC=CC=C4N3)(C5=C(C=C6C(=C5)C78CCN9C7C(C=CC9)(C(C(C8N6C)(C(=O)OC)O)OC(=O)C)CC)OC)C(=O)OC.C(C(C(=O)O)O)(C(=O)O)O. Drug 2: C1=CC(=C2C(=C1NCCNCCO)C(=O)C3=C(C=CC(=C3C2=O)O)O)NCCNCCO. Cell line: 786-0. Synergy scores: CSS=62.6, Synergy_ZIP=3.81, Synergy_Bliss=2.90, Synergy_Loewe=-4.28, Synergy_HSA=6.57. (5) Drug 1: CN(CCCl)CCCl.Cl. Drug 2: CC(C)NC(=O)C1=CC=C(C=C1)CNNC.Cl. Cell line: HCC-2998. Synergy scores: CSS=13.6, Synergy_ZIP=2.18, Synergy_Bliss=2.02, Synergy_Loewe=-16.2, Synergy_HSA=-2.48. (6) Drug 1: CN1CCC(CC1)COC2=C(C=C3C(=C2)N=CN=C3NC4=C(C=C(C=C4)Br)F)OC. Drug 2: COC1=C(C=C2C(=C1)N=CN=C2NC3=CC(=C(C=C3)F)Cl)OCCCN4CCOCC4. Cell line: CAKI-1. Synergy scores: CSS=72.7, Synergy_ZIP=0.390, Synergy_Bliss=3.43, Synergy_Loewe=5.43, Synergy_HSA=9.32. (7) Drug 1: C1CN1P(=S)(N2CC2)N3CC3. Drug 2: C(CN)CNCCSP(=O)(O)O. Cell line: HT29. Synergy scores: CSS=1.35, Synergy_ZIP=-0.677, Synergy_Bliss=1.82, Synergy_Loewe=-4.90, Synergy_HSA=-2.52.